Predict the product of the given reaction. From a dataset of Forward reaction prediction with 1.9M reactions from USPTO patents (1976-2016). (1) Given the reactants FC(F)(F)S(O)(=O)=O.C(O)(=O)C.C(O)(=O)C.IC1C=CC=CC=1.[Br:24][C:25]1[CH:30]=[CH:29][C:28]([C:31](=[O:33])[CH3:32])=[CH:27][CH:26]=1.[CH3:34][C:35]#[N:36], predict the reaction product. The product is: [Br:24][C:25]1[CH:30]=[CH:29][C:28]([C:31]2[O:33][C:35]([CH3:34])=[N:36][CH:32]=2)=[CH:27][CH:26]=1. (2) The product is: [OH:15][C:9]1[CH:10]=[CH:11][C:12]([CH3:14])=[CH:13][C:8]=1[C:6]1[N:5]=[C:4]([N:17]2[C:21]([C:22]([F:24])([F:23])[F:25])=[C:20]([C:26]([O:28][CH2:29][CH3:30])=[O:27])[CH:19]=[N:18]2)[CH:3]=[C:2]([I:1])[CH:7]=1. Given the reactants [I:1][C:2]1[CH:7]=[C:6]([C:8]2[CH:13]=[C:12]([CH3:14])[CH:11]=[CH:10][C:9]=2[O:15]C)[N:5]=[C:4]([N:17]2[C:21]([C:22]([F:25])([F:24])[F:23])=[C:20]([C:26]([O:28][CH2:29][CH3:30])=[O:27])[CH:19]=[N:18]2)[CH:3]=1.I[Si](C)(C)C, predict the reaction product.